This data is from Forward reaction prediction with 1.9M reactions from USPTO patents (1976-2016). The task is: Predict the product of the given reaction. (1) Given the reactants Cl[CH2:2][CH2:3][CH2:4][C:5]([C:7]1[CH:12]=[CH:11][C:10]([CH2:13][C:14](N(OC)C)=[O:15])=[CH:9][CH:8]=1)=[O:6].[OH-:20].[K+].Cl, predict the reaction product. The product is: [CH:4]1([C:5]([C:7]2[CH:8]=[CH:9][C:10]([CH2:13][C:14]([OH:15])=[O:20])=[CH:11][CH:12]=2)=[O:6])[CH2:3][CH2:2]1. (2) Given the reactants Cl[C:2]1[CH:7]=[CH:6][C:5]([S:8]([NH2:11])(=[O:10])=[O:9])=[CH:4][C:3]=1[N+:12]([O-:14])=[O:13].Cl.Cl.[CH3:17][N:18]1[CH2:23][CH2:22][N:21]([NH2:24])[CH2:20][CH2:19]1.CN(C)CCN(C)C, predict the reaction product. The product is: [CH3:17][N:18]1[CH2:23][CH2:22][N:21]([NH:24][C:2]2[CH:7]=[CH:6][C:5]([S:8]([NH2:11])(=[O:10])=[O:9])=[CH:4][C:3]=2[N+:12]([O-:14])=[O:13])[CH2:20][CH2:19]1. (3) Given the reactants [Cl:1][C:2]1[CH:10]=[C:9]2[C:5]([CH2:6][CH2:7][C:8]2([CH3:12])[CH3:11])=[CH:4][CH:3]=1.CC(C)=[O:15].S([O-])([O-])(=O)=O.[Mg+2].[Mn]([O-])(=O)(=O)=O.[K+], predict the reaction product. The product is: [Cl:1][C:2]1[CH:10]=[C:9]2[C:5](=[CH:4][CH:3]=1)[C:6](=[O:15])[CH2:7][C:8]2([CH3:12])[CH3:11]. (4) Given the reactants [CH3:1][Si](C=[N+]=[N-])(C)C.[Br:8][C:9]1[CH:17]=[CH:16][CH:15]=[C:14]([NH:18][C:19]2[C:24]([CH3:25])=[CH:23][C:22]([CH3:26])=[CH:21][C:20]=2[CH3:27])[C:10]=1[C:11]([OH:13])=[O:12].C(O)(=O)C, predict the reaction product. The product is: [CH3:1][O:12][C:11](=[O:13])[C:10]1[C:14]([NH:18][C:19]2[C:24]([CH3:25])=[CH:23][C:22]([CH3:26])=[CH:21][C:20]=2[CH3:27])=[CH:15][CH:16]=[CH:17][C:9]=1[Br:8]. (5) Given the reactants [NH2:1][C:2]1[S:3][C:4]([CH3:19])=[CH:5][C:6]=1[C:7](=O)[C:8]1[CH:13]=[CH:12][CH:11]=[C:10]([C:14]([F:17])([F:16])[F:15])[CH:9]=1.[C:20]([O-:23])(=[O:22])[CH3:21].[NH4+:24].C(O)(=O)C=O, predict the reaction product. The product is: [CH3:19][C:4]1[S:3][C:2]2[N:1]=[C:21]([C:20]([OH:23])=[O:22])[N:24]=[C:7]([C:8]3[CH:13]=[CH:12][CH:11]=[C:10]([C:14]([F:17])([F:16])[F:15])[CH:9]=3)[C:6]=2[CH:5]=1. (6) Given the reactants [H-].[Na+].[OH:3][C:4]1([C:7]([O:9][CH3:10])=[O:8])[CH2:6][CH2:5]1.F[C:12]1[CH:21]=[CH:20][C:15]([C:16]([O:18][CH3:19])=[O:17])=[CH:14][C:13]=1[N+:22]([O-:24])=[O:23].[Cl-].[NH4+], predict the reaction product. The product is: [CH3:19][O:18][C:16](=[O:17])[C:15]1[CH:20]=[CH:21][C:12]([O:3][C:4]2([C:7]([O:9][CH3:10])=[O:8])[CH2:6][CH2:5]2)=[C:13]([N+:22]([O-:24])=[O:23])[CH:14]=1. (7) Given the reactants [Cl:1][C:2]1[CH:8]=[CH:7][CH:6]=[CH:5][C:3]=1[NH2:4].ClOC(C)(C)C.[CH3:15][S:16][CH:17]([C:19]1[N:24]=[C:23]([O:25][CH3:26])[CH:22]=[C:21]([O:27][CH3:28])[N:20]=1)[CH3:18].C[O-].[Na+], predict the reaction product. The product is: [CH3:15][S:16][C:17]([C:19]1[N:20]=[C:21]([O:27][CH3:28])[CH:22]=[C:23]([O:25][CH3:26])[N:24]=1)([C:5]1[CH:6]=[CH:7][CH:8]=[C:2]([Cl:1])[C:3]=1[NH2:4])[CH3:18]. (8) The product is: [C:20]([O:24][C:25](=[O:33])[N:26]([CH:28]([C:30](=[O:32])[NH:31][C:10]1[CH:11]=[CH:12][C:13]([N+:14]([O-:16])=[O:15])=[C:8]([NH:7][CH2:6][C:5]2[CH:18]=[CH:19][C:2]([Cl:1])=[CH:3][CH:4]=2)[N:9]=1)[CH3:29])[CH3:27])([CH3:21])([CH3:22])[CH3:23]. Given the reactants [Cl:1][C:2]1[CH:19]=[CH:18][C:5]([CH2:6][NH:7][C:8]2[C:13]([N+:14]([O-:16])=[O:15])=[CH:12][CH:11]=[C:10](Cl)[N:9]=2)=[CH:4][CH:3]=1.[C:20]([O:24][C:25](=[O:33])[N:26]([C@H:28]([C:30](=[O:32])[NH2:31])[CH3:29])[CH3:27])([CH3:23])([CH3:22])[CH3:21].C1C=CC(P(C2C(C3C(P(C4C=CC=CC=4)C4C=CC=CC=4)=CC=C4C=3C=CC=C4)=C3C(C=CC=C3)=CC=2)C2C=CC=CC=2)=CC=1.C([O-])([O-])=O.[Cs+].[Cs+], predict the reaction product. (9) Given the reactants [Cl:1][C:2]1[C:10]([Cl:11])=[CH:9][CH:8]=[CH:7][C:3]=1[C:4]([OH:6])=O.[CH3:12][O:13][CH:14]1[CH2:19][CH2:18][N:17]([CH:20]([C:23]2[CH:24]=[N:25][C:26]([CH3:29])=[N:27][CH:28]=2)[CH2:21][NH2:22])[CH2:16][CH2:15]1, predict the reaction product. The product is: [Cl:1][C:2]1[C:10]([Cl:11])=[CH:9][CH:8]=[CH:7][C:3]=1[C:4]([NH:22][CH2:21][CH:20]([N:17]1[CH2:16][CH2:15][CH:14]([O:13][CH3:12])[CH2:19][CH2:18]1)[C:23]1[CH:24]=[N:25][C:26]([CH3:29])=[N:27][CH:28]=1)=[O:6]. (10) Given the reactants [Br:1][C:2]1[CH:7]=[C:6]([CH3:8])[C:5]([C:9]2[CH:10]=[C:11]([C:20]#[N:21])[N:12]3[C:17]([SH:18])=[CH:16][C:15]([CH3:19])=[N:14][C:13]=23)=[C:4]([CH3:22])[CH:3]=1.[CH3:23]I, predict the reaction product. The product is: [Br:1][C:2]1[CH:3]=[C:4]([CH3:22])[C:5]([C:9]2[CH:10]=[C:11]([C:20]#[N:21])[N:12]3[C:17]([S:18][CH3:23])=[CH:16][C:15]([CH3:19])=[N:14][C:13]=23)=[C:6]([CH3:8])[CH:7]=1.